From a dataset of Forward reaction prediction with 1.9M reactions from USPTO patents (1976-2016). Predict the product of the given reaction. (1) Given the reactants [F:1][C:2]([F:21])([F:20])[C:3]1[NH:8][C:7](=O)[N:6]=[C:5]([C:10]2[CH:15]=[CH:14][C:13]([C:16]([F:19])([F:18])[F:17])=[CH:12][CH:11]=2)[CH:4]=1.P(Cl)(Cl)([Cl:24])=O, predict the reaction product. The product is: [Cl:24][C:7]1[N:8]=[C:3]([C:2]([F:21])([F:20])[F:1])[CH:4]=[C:5]([C:10]2[CH:15]=[CH:14][C:13]([C:16]([F:19])([F:18])[F:17])=[CH:12][CH:11]=2)[N:6]=1. (2) Given the reactants Br[C:2]1[C:3]([C:16]2[CH:21]=[CH:20][CH:19]=[CH:18][CH:17]=2)=[N:4][C:5]2[C:10]([N:11]=1)=[CH:9][C:8]([C:12]([O:14][CH3:15])=[O:13])=[CH:7][CH:6]=2.[Br:22][C:23]1[CH:28]=[CH:27][C:26]([O:29][CH3:30])=[CH:25][C:24]=1[CH2:31][CH2:32][CH2:33][NH2:34], predict the reaction product. The product is: [Br:22][C:23]1[CH:28]=[CH:27][C:26]([O:29][CH3:30])=[CH:25][C:24]=1[CH2:31][CH2:32][CH2:33][NH:34][C:2]1[C:3]([C:16]2[CH:21]=[CH:20][CH:19]=[CH:18][CH:17]=2)=[N:4][C:5]2[C:10]([N:11]=1)=[CH:9][C:8]([C:12]([O:14][CH3:15])=[O:13])=[CH:7][CH:6]=2.